Dataset: NCI-60 drug combinations with 297,098 pairs across 59 cell lines. Task: Regression. Given two drug SMILES strings and cell line genomic features, predict the synergy score measuring deviation from expected non-interaction effect. (1) Drug 1: CC(C1=C(C=CC(=C1Cl)F)Cl)OC2=C(N=CC(=C2)C3=CN(N=C3)C4CCNCC4)N. Drug 2: COC1=C(C=C2C(=C1)N=CN=C2NC3=CC(=C(C=C3)F)Cl)OCCCN4CCOCC4. Cell line: UO-31. Synergy scores: CSS=34.2, Synergy_ZIP=-6.01, Synergy_Bliss=2.14, Synergy_Loewe=4.14, Synergy_HSA=4.30. (2) Drug 1: CC12CCC3C(C1CCC2O)C(CC4=C3C=CC(=C4)O)CCCCCCCCCS(=O)CCCC(C(F)(F)F)(F)F. Drug 2: CC(C)(C#N)C1=CC(=CC(=C1)CN2C=NC=N2)C(C)(C)C#N. Cell line: RXF 393. Synergy scores: CSS=2.68, Synergy_ZIP=0.273, Synergy_Bliss=1.62, Synergy_Loewe=0.853, Synergy_HSA=0.897. (3) Drug 1: CCC1(CC2CC(C3=C(CCN(C2)C1)C4=CC=CC=C4N3)(C5=C(C=C6C(=C5)C78CCN9C7C(C=CC9)(C(C(C8N6C)(C(=O)OC)O)OC(=O)C)CC)OC)C(=O)OC)O.OS(=O)(=O)O. Drug 2: C1=NC(=NC(=O)N1C2C(C(C(O2)CO)O)O)N. Cell line: COLO 205. Synergy scores: CSS=23.7, Synergy_ZIP=1.15, Synergy_Bliss=3.37, Synergy_Loewe=1.96, Synergy_HSA=2.23. (4) Cell line: 786-0. Drug 1: C1CCC(C1)C(CC#N)N2C=C(C=N2)C3=C4C=CNC4=NC=N3. Synergy scores: CSS=5.99, Synergy_ZIP=-0.947, Synergy_Bliss=-1.91, Synergy_Loewe=-6.50, Synergy_HSA=-3.08. Drug 2: CC(C)NC(=O)C1=CC=C(C=C1)CNNC.Cl. (5) Drug 1: CN(CC1=CN=C2C(=N1)C(=NC(=N2)N)N)C3=CC=C(C=C3)C(=O)NC(CCC(=O)O)C(=O)O. Drug 2: C1CN1P(=S)(N2CC2)N3CC3. Cell line: HCC-2998. Synergy scores: CSS=41.8, Synergy_ZIP=-7.24, Synergy_Bliss=-7.40, Synergy_Loewe=-36.5, Synergy_HSA=-4.75. (6) Drug 1: CC1=C2C(C(=O)C3(C(CC4C(C3C(C(C2(C)C)(CC1OC(=O)C(C(C5=CC=CC=C5)NC(=O)C6=CC=CC=C6)O)O)OC(=O)C7=CC=CC=C7)(CO4)OC(=O)C)O)C)OC(=O)C. Drug 2: CC1=C2C(C(=O)C3(C(CC4C(C3C(C(C2(C)C)(CC1OC(=O)C(C(C5=CC=CC=C5)NC(=O)OC(C)(C)C)O)O)OC(=O)C6=CC=CC=C6)(CO4)OC(=O)C)O)C)O. Cell line: SK-OV-3. Synergy scores: CSS=23.9, Synergy_ZIP=-5.00, Synergy_Bliss=-1.43, Synergy_Loewe=1.05, Synergy_HSA=-0.0247. (7) Drug 1: CN(C)C1=NC(=NC(=N1)N(C)C)N(C)C. Drug 2: CCN(CC)CCCC(C)NC1=C2C=C(C=CC2=NC3=C1C=CC(=C3)Cl)OC. Cell line: A498. Synergy scores: CSS=2.87, Synergy_ZIP=-2.50, Synergy_Bliss=2.18, Synergy_Loewe=-29.0, Synergy_HSA=-2.17.